This data is from Forward reaction prediction with 1.9M reactions from USPTO patents (1976-2016). The task is: Predict the product of the given reaction. (1) Given the reactants [C:1]([N:4]=[C:5]=S)(=[O:3])[CH3:2].[NH2:7][C:8]1[C:9]([NH:23][C@@H:24]2[CH2:29][CH2:28][C@H:27]([C:30]([NH:32][CH:33]([CH3:35])[CH3:34])=[O:31])[CH2:26][CH2:25]2)=[CH:10][C:11]([O:14][CH2:15][CH2:16][N:17]2[CH2:22][CH2:21][CH2:20][CH2:19][CH2:18]2)=[N:12][CH:13]=1.NC(N)=S.C(Cl)CCl.CCN(C(C)C)C(C)C, predict the reaction product. The product is: [NH4+:4].[OH-:3].[C:1]([NH:4][C:5]1[N:23]([C@@H:24]2[CH2:25][CH2:26][C@H:27]([C:30]([NH:32][CH:33]([CH3:35])[CH3:34])=[O:31])[CH2:28][CH2:29]2)[C:9]2[CH:10]=[C:11]([O:14][CH2:15][CH2:16][N:17]3[CH2:22][CH2:21][CH2:20][CH2:19][CH2:18]3)[N:12]=[CH:13][C:8]=2[N:7]=1)(=[O:3])[CH3:2]. (2) Given the reactants [C:1]([O:5][C:6](=[O:18])[CH2:7][O:8][C:9]1[CH:14]=[CH:13][C:12]([Cl:15])=[CH:11][C:10]=1[C:16]#[N:17])([CH3:4])([CH3:3])[CH3:2].[OH-].[NH4+].[H][H], predict the reaction product. The product is: [C:1]([O:5][C:6](=[O:18])[CH2:7][O:8][C:9]1[CH:14]=[CH:13][C:12]([Cl:15])=[CH:11][C:10]=1[CH2:16][NH2:17])([CH3:4])([CH3:2])[CH3:3]. (3) Given the reactants [NH2:1][C:2]1[S:3][C:4]([CH3:17])=[C:5]([C:9]2[CH:14]=[CH:13][CH:12]=[C:11]([O:15][CH3:16])[CH:10]=2)[C:6]=1[C:7]#[N:8].[C:18](OC)(=[O:24])[CH2:19][C:20]([O:22][CH3:23])=[O:21].Cl[Sn](Cl)(Cl)Cl, predict the reaction product. The product is: [NH2:8][C:7]1[C:6]2[C:5]([C:9]3[CH:14]=[CH:13][CH:12]=[C:11]([O:15][CH3:16])[CH:10]=3)=[C:4]([CH3:17])[S:3][C:2]=2[NH:1][C:18](=[O:24])[C:19]=1[C:20]([O:22][CH3:23])=[O:21]. (4) Given the reactants [NH2:1][C@:2]12[CH2:45][CH2:44][C@@H:43]([C:46]([CH3:48])=[CH2:47])[C@@H:3]1[C@@H:4]1[C@@:17]([CH3:20])([CH2:18][CH2:19]2)[C@@:16]2([CH3:21])[C@@H:7]([C@:8]3([CH3:42])[C@@H:13]([CH2:14][CH2:15]2)[C:12]([CH3:23])([CH3:22])[C:11]([C:24]2[CH2:29][CH2:28][C@@:27]([CH2:40][F:41])([C:30]([O:32][CH2:33][C:34]4[CH:39]=[CH:38][CH:37]=[CH:36][CH:35]=4)=[O:31])[CH2:26][CH:25]=2)=[CH:10][CH2:9]3)[CH2:6][CH2:5]1.Cl.Cl[CH2:51][CH2:52][N:53]1[CH2:58][CH2:57][O:56][CH2:55][CH2:54]1.[O-]P([O-])([O-])=O.[K+].[K+].[K+].[I-].[K+], predict the reaction product. The product is: [F:41][CH2:40][C@@:27]1([C:30]([O:32][CH2:33][C:34]2[CH:35]=[CH:36][CH:37]=[CH:38][CH:39]=2)=[O:31])[CH2:28][CH2:29][C:24]([C:11]2[C:12]([CH3:22])([CH3:23])[C@H:13]3[C@:8]([CH3:42])([CH2:9][CH:10]=2)[C@@H:7]2[C@:16]([CH3:21])([C@@:17]4([CH3:20])[C@H:4]([CH2:5][CH2:6]2)[C@H:3]2[C@H:43]([C:46]([CH3:48])=[CH2:47])[CH2:44][CH2:45][C@:2]2([NH:1][CH2:51][CH2:52][N:53]2[CH2:58][CH2:57][O:56][CH2:55][CH2:54]2)[CH2:19][CH2:18]4)[CH2:15][CH2:14]3)=[CH:25][CH2:26]1. (5) Given the reactants [CH3:1][O:2][C:3]1[CH:4]=[C:5]2[C:10](=[CH:11][CH:12]=1)[N:9]=[CH:8][C:7]([C:13]#[N:14])=[C:6]2[CH:15]=[CH2:16].[C:17]([N:24]1[CH2:29][C@@H:28]2[CH2:30][C@H:25]1[CH2:26][NH:27]2)([O:19][C:20]([CH3:23])([CH3:22])[CH3:21])=[O:18].CN(C)C(=N)N(C)C, predict the reaction product. The product is: [C:20]([O:19][C:17]([N:24]1[CH2:29][CH:28]2[CH2:30][CH:25]1[CH2:26][N:27]2[CH2:16][CH2:15][C:6]1[C:5]2[C:10](=[CH:11][CH:12]=[C:3]([O:2][CH3:1])[CH:4]=2)[N:9]=[CH:8][C:7]=1[C:13]#[N:14])=[O:18])([CH3:23])([CH3:21])[CH3:22]. (6) Given the reactants [O:1]1[C:10]2[C:5](=[CH:6][C:7]([C:11]3[C:16]([CH:17]([OH:22])[C:18]([O:20][CH3:21])=[O:19])=[C:15]([CH3:23])[N:14]=[C:13]4[N:24]([CH2:27][C:28]5[CH:33]=[CH:32][C:31]([F:34])=[C:30]([F:35])[CH:29]=5)[CH:25]=[CH:26][C:12]=34)=[CH:8][CH:9]=2)[CH2:4][CH2:3][CH2:2]1.Cl(O)(=O)(=O)=O, predict the reaction product. The product is: [C:5]([O:22][CH:17]([C:16]1[C:11]([C:7]2[CH:6]=[C:5]3[C:10](=[CH:9][CH:8]=2)[O:1][CH2:2][CH2:3][CH2:4]3)=[C:12]2[CH:26]=[CH:25][N:24]([CH2:27][C:28]3[CH:33]=[CH:32][C:31]([F:34])=[C:30]([F:35])[CH:29]=3)[C:13]2=[N:14][C:15]=1[CH3:23])[C:18]([O:20][CH3:21])=[O:19])([CH3:10])([CH3:6])[CH3:4]. (7) Given the reactants [F:1][C:2]1[CH:3]=[C:4]2[CH:10]=[C:9]([C:11]([O:13]CC)=O)[N:8]([CH2:16][C:17]3[CH:22]=[CH:21][CH:20]=[C:19]([F:23])[CH:18]=3)[C:5]2=[CH:6][N:7]=1.[NH2:24][C:25]1[CH:26]=[CH:27][C:28]2[S:32][C:31]([CH3:33])=[N:30][C:29]=2[CH:34]=1, predict the reaction product. The product is: [CH3:33][C:31]1[S:32][C:28]2[CH:27]=[CH:26][C:25]([NH:24][C:11]([C:9]3[N:8]([CH2:16][C:17]4[CH:22]=[CH:21][CH:20]=[C:19]([F:23])[CH:18]=4)[C:5]4=[CH:6][N:7]=[C:2]([F:1])[CH:3]=[C:4]4[CH:10]=3)=[O:13])=[CH:34][C:29]=2[N:30]=1. (8) Given the reactants [CH3:1][O:2][C:3](=[O:35])[C@H:4]([CH2:13][C:14]1(CC2C=CC=CC=2)[CH:19]=[CH:18][C:17]([C:20]2[C:21](=[O:27])[NH:22][CH:23]=[C:24]([Cl:26])[CH:25]=2)=[CH:16][CH2:15]1)[NH:5]C(OC(C)(C)C)=O, predict the reaction product. The product is: [CH3:1][O:2][C:3](=[O:35])[C@H:4]([CH2:13][C:14]1[CH:15]=[CH:16][C:17]([C:20]2[C:21](=[O:27])[N:22]([CH2:13][C:14]3[CH:19]=[CH:18][CH:17]=[CH:16][CH:15]=3)[CH:23]=[C:24]([Cl:26])[CH:25]=2)=[CH:18][CH:19]=1)[NH2:5]. (9) Given the reactants [O:1]1[C:6]2[CH:7]=[CH:8][C:9]([NH:11][C:12]3[CH:17]=[C:16](N)[CH:15]=[CH:14][N:13]=3)=[CH:10][C:5]=2[O:4][CH2:3][CH2:2]1.[I-:19].[K+].II, predict the reaction product. The product is: [O:1]1[C:6]2[CH:7]=[CH:8][C:9]([NH:11][C:12]3[CH:17]=[C:16]([I:19])[CH:15]=[CH:14][N:13]=3)=[CH:10][C:5]=2[O:4][CH2:3][CH2:2]1. (10) Given the reactants CN(C)C1N=CC([C:9]2[N:10]=[C:11]([CH2:36][CH3:37])[C:12]([NH:17][C@H:18]3[C@@H:22]([O:23][CH2:24][CH3:25])[CH2:21][N:20]([C:26]([O:28][CH2:29][C:30]4[CH:35]=[CH:34][CH:33]=[CH:32][CH:31]=4)=[O:27])[CH2:19]3)=[N:13][C:14]=2[CH2:15][CH3:16])=C(C)C=1.[Cl:40][C:41]1[CH:46]=[C:45]([Cl:47])[CH:44]=[CH:43][C:42]=1B(O)O, predict the reaction product. The product is: [Cl:40][C:41]1[CH:46]=[C:45]([Cl:47])[CH:44]=[CH:43][C:42]=1[C:9]1[N:10]=[C:11]([CH2:36][CH3:37])[C:12]([NH:17][C@H:18]2[C@@H:22]([O:23][CH2:24][CH3:25])[CH2:21][N:20]([C:26]([O:28][CH2:29][C:30]3[CH:31]=[CH:32][CH:33]=[CH:34][CH:35]=3)=[O:27])[CH2:19]2)=[N:13][C:14]=1[CH2:15][CH3:16].